From a dataset of Acute oral toxicity (LD50) regression data from Zhu et al.. Regression/Classification. Given a drug SMILES string, predict its toxicity properties. Task type varies by dataset: regression for continuous values (e.g., LD50, hERG inhibition percentage) or binary classification for toxic/non-toxic outcomes (e.g., AMES mutagenicity, cardiotoxicity, hepatotoxicity). Dataset: ld50_zhu. (1) The drug is COc1ccc2c(=O)c(C)c(-c3ccccc3)oc2c1CN(C)C. The rat oral LD50 is 3.91, given as -log10 of the dose in mol/kg body weight (higher means more acutely toxic). (2) The rat oral LD50 is 1.25, given as -log10 of the dose in mol/kg body weight (higher means more acutely toxic). The molecule is O=C(O)c1cccnc1. (3) The compound is COc1ccc(C)cc1N. The rat oral LD50 is 1.98, given as -log10 of the dose in mol/kg body weight (higher means more acutely toxic). (4) The molecule is CCCCN1C(=O)c2ccc([N+](=O)[O-])cc2C1=O. The rat oral LD50 is 2.27, given as -log10 of the dose in mol/kg body weight (higher means more acutely toxic). (5) The molecule is C1CCc2c(OCCN3CCOCC3)n[nH]c2C1. The rat oral LD50 is 2.20, given as -log10 of the dose in mol/kg body weight (higher means more acutely toxic). (6) The drug is CNC(=O)Oc1cccc2c1OCCC2. The rat oral LD50 is 4.01, given as -log10 of the dose in mol/kg body weight (higher means more acutely toxic). (7) The drug is CCOP(=O)(CC)OCC. The rat oral LD50 is 1.85, given as -log10 of the dose in mol/kg body weight (higher means more acutely toxic).